The task is: Predict the reaction yield, written as a fraction of the theoretical maximum amount of product (1.0 means a 100% yield; for example, 0.34 means a 34% yield).. This data is from Reaction yield outcomes from USPTO patents with 853,638 reactions. (1) The reactants are [Br:1][C:2]1[C:3]([NH2:9])=[N:4][C:5]([NH2:8])=[CH:6][CH:7]=1.C(N(CC)CC)C.C1COCC1.[F:22][C:23]1[CH:31]=[CH:30][CH:29]=[CH:28][C:24]=1[C:25](Cl)=[O:26]. The catalyst is C(Cl)Cl. The product is [NH2:9][C:3]1[N:4]=[C:5]([NH:8][C:25]([C:24]2[CH:28]=[CH:29][CH:30]=[CH:31][C:23]=2[F:22])=[O:26])[CH:6]=[CH:7][C:2]=1[Br:1]. The yield is 0.570. (2) The reactants are [C:1]1([NH:7][C:8]([NH2:10])=[S:9])[CH:6]=[CH:5][CH:4]=[CH:3][CH:2]=1.Br[CH2:12][C:13]([C:15]1[CH:24]=[CH:23][C:22]2[NH:21][C:20](=[O:25])[C:19]3[NH:26][CH:27]=[CH:28][C:18]=3[C:17]=2[CH:16]=1)=O.[CH2:29]([C:31]([O-:33])=[O:32])[CH3:30].C(N(CC)CC)C. The product is [O:25]=[C:20]1[C:19]2[NH:26][CH:27]=[CH:28][C:18]=2[C:17]2[CH:16]=[C:15]([C:13]3[N:10]=[C:8]([NH:7][C:1]4[CH:6]=[CH:5][CH:4]=[CH:3][CH:2]=4)[S:9][CH:12]=3)[CH:24]=[CH:23][C:22]=2[NH:21]1.[CH2:29]([C:31]([O-:33])=[O:32])[CH3:30]. The catalyst is C(O)C. The yield is 0.170. (3) The reactants are [C:1]([O:5][C:6]([NH:8][CH:9]1[CH2:12][NH:11][CH2:10]1)=[O:7])([CH3:4])([CH3:3])[CH3:2].Br[C:14]1[S:15][C:16]([C:22]([O:24][CH2:25][CH3:26])=[O:23])=[C:17]([CH:19]([CH3:21])[CH3:20])[N:18]=1.C(N(C(C)C)CC)(C)C. The catalyst is CN(C=O)C.C(OCC)(=O)C. The product is [C:1]([O:5][C:6]([NH:8][CH:9]1[CH2:10][N:11]([C:14]2[S:15][C:16]([C:22]([O:24][CH2:25][CH3:26])=[O:23])=[C:17]([CH:19]([CH3:20])[CH3:21])[N:18]=2)[CH2:12]1)=[O:7])([CH3:4])([CH3:2])[CH3:3]. The yield is 0.660. (4) The reactants are [Cl:1][C:2]1[C:3]([CH:9]=O)=[N:4][CH:5]=[C:6]([Cl:8])[N:7]=1.[CH2:11]([NH:18][CH2:19][CH2:20][OH:21])[C:12]1[CH:17]=[CH:16][CH:15]=[CH:14][CH:13]=1.C(O[BH-](OC(=O)C)OC(=O)C)(=O)C.[Na+].C(=O)([O-])O.[Na+]. The catalyst is C1COCC1.C(OCC)(=O)C.C(O)(=O)C. The product is [CH2:11]([N:18]([CH2:9][C:3]1[C:2]([Cl:1])=[N:7][C:6]([Cl:8])=[CH:5][N:4]=1)[CH2:19][CH2:20][OH:21])[C:12]1[CH:17]=[CH:16][CH:15]=[CH:14][CH:13]=1. The yield is 0.700. (5) The reactants are Br[C:2]1[CH:3]=[CH:4][C:5]([Cl:8])=[N:6][CH:7]=1.[C:9]1(=[O:14])[CH2:13][CH2:12][CH2:11][CH2:10]1. The catalyst is C(OCC)C. The product is [Cl:8][C:5]1[N:6]=[CH:7][C:2]([C:9]2([OH:14])[CH2:13][CH2:12][CH2:11][CH2:10]2)=[CH:3][CH:4]=1. The yield is 0.760. (6) The reactants are CO[C:3]([C:5]1[N:6]=[C:7]([C:23]#[N:24])[C:8]2[C:13]([C:14]=1[OH:15])=[CH:12][CH:11]=[C:10]([O:16][C:17]1[CH:22]=[CH:21][CH:20]=[CH:19][CH:18]=1)[CH:9]=2)=[O:4].[NH2:25][CH2:26][CH2:27][CH2:28][CH2:29][C:30]([OH:32])=[O:31].C[O-].[Na+].CO.Cl. The catalyst is O. The product is [C:23]([C:7]1[C:8]2[C:13](=[CH:12][CH:11]=[C:10]([O:16][C:17]3[CH:22]=[CH:21][CH:20]=[CH:19][CH:18]=3)[CH:9]=2)[C:14]([OH:15])=[C:5]([C:3]([NH:25][CH2:26][CH2:27][CH2:28][CH2:29][C:30]([OH:32])=[O:31])=[O:4])[N:6]=1)#[N:24]. The yield is 0.520. (7) The reactants are [C:1]1([C:7](=O)[CH2:8][CH:9]([C:12]#[N:13])[C:10]#[N:11])[CH:6]=[CH:5][CH:4]=[CH:3][CH:2]=1.C(N(CC)CC)C.[Br:22][C:23]1[CH:28]=[CH:27][CH:26]=[CH:25][C:24]=1[SH:29]. The catalyst is CO. The product is [Br:22][C:23]1[CH:28]=[CH:27][CH:26]=[CH:25][C:24]=1[S:29][C:10]1[NH:11][C:7]([C:1]2[CH:6]=[CH:5][CH:4]=[CH:3][CH:2]=2)=[CH:8][C:9]=1[C:12]#[N:13]. The yield is 0.720. (8) The catalyst is C(Cl)Cl.CN1CCOCC1.C(OCC)(=O)C. The yield is 0.930. The product is [CH3:8][C:6]1([CH3:7])[C:2]([CH3:16])([CH3:1])[O:3][B:4]([C:9]2[CH:14]=[CH:13][C:12]([NH:15][S:18]([CH3:17])(=[O:20])=[O:19])=[CH:11][CH:10]=2)[O:5]1. The reactants are [CH3:1][C:2]1([CH3:16])[C:6]([CH3:8])([CH3:7])[O:5][B:4]([C:9]2[CH:14]=[CH:13][C:12]([NH2:15])=[CH:11][CH:10]=2)[O:3]1.[CH3:17][S:18](Cl)(=[O:20])=[O:19]. (9) The reactants are I[C:2]1[NH:20][C:5]2=[N:6][CH:7]=[C:8]([NH:10][C:11]([C:13]3[NH:17][N:16]=[C:15]([CH3:18])[C:14]=3[CH3:19])=[O:12])[CH:9]=[C:4]2[CH:3]=1.[CH:21]1([NH:24][C:25]([C:27]2[CH:32]=[C:31](B(O)O)[CH:30]=[CH:29][N:28]=2)=[O:26])[CH2:23][CH2:22]1.C(=O)([O-])[O-].[K+].[K+].Cl. The catalyst is C1C=CC(P(C2C=CC=CC=2)[C-]2C=CC=C2)=CC=1.C1C=CC(P(C2C=CC=CC=2)[C-]2C=CC=C2)=CC=1.Cl[Pd]Cl.[Fe+2].O.O1CCOCC1. The product is [CH:21]1([NH:24][C:25]([C:27]2[CH:32]=[C:31]([C:2]3[NH:20][C:5]4=[N:6][CH:7]=[C:8]([NH:10][C:11]([C:13]5[NH:17][N:16]=[C:15]([CH3:18])[C:14]=5[CH3:19])=[O:12])[CH:9]=[C:4]4[CH:3]=3)[CH:30]=[CH:29][N:28]=2)=[O:26])[CH2:23][CH2:22]1. The yield is 0.0840.